From a dataset of Peptide-MHC class II binding affinity with 134,281 pairs from IEDB. Regression. Given a peptide amino acid sequence and an MHC pseudo amino acid sequence, predict their binding affinity value. This is MHC class II binding data. (1) The peptide sequence is IINTPINISSETNPIINT. The MHC is DRB1_0101 with pseudo-sequence DRB1_0101. The binding affinity (normalized) is 0. (2) The peptide sequence is VEDEARRMWASAQNI. The MHC is HLA-DQA10501-DQB10301 with pseudo-sequence HLA-DQA10501-DQB10301. The binding affinity (normalized) is 0.268. (3) The peptide sequence is IYHKCDNACIGSIRN. The MHC is DRB1_0802 with pseudo-sequence DRB1_0802. The binding affinity (normalized) is 0.152. (4) The peptide sequence is KCIEWAKAQHGA. The MHC is DRB1_0401 with pseudo-sequence DRB1_0401. The binding affinity (normalized) is 0.470.